From a dataset of Reaction yield outcomes from USPTO patents with 853,638 reactions. Predict the reaction yield, written as a fraction of the theoretical maximum amount of product (1.0 means a 100% yield; for example, 0.34 means a 34% yield). (1) The reactants are [CH3:1][O:2][CH2:3][CH:4]1[CH2:8][N:7]([C:9]([O:11][C:12]([CH3:15])([CH3:14])[CH3:13])=[O:10])[CH:6]([C:16]2[NH:20][C:19]3[C:21]4[C:26]([CH:27]=[CH:28][C:18]=3[N:17]=2)=[CH:25][C:24]2[C:29]3[C:34]([CH2:35][O:36][C:23]=2[CH:22]=4)=[CH:33][C:32](B2OC(C)(C)C(C)(C)O2)=[CH:31][CH:30]=3)[CH2:5]1.Br[C:47]1[NH:51][C:50]([C@@H:52]2[CH2:56][CH2:55][CH2:54][N:53]2[C:57](=[O:68])[C@@H:58]([NH:63][C:64](=[O:67])[O:65][CH3:66])[C@H:59]([O:61][CH3:62])[CH3:60])=[N:49][CH:48]=1.C(=O)([O-])[O-].[K+].[K+]. The catalyst is CS(C)=O.C1C=CC([P]([Pd]([P](C2C=CC=CC=2)(C2C=CC=CC=2)C2C=CC=CC=2)([P](C2C=CC=CC=2)(C2C=CC=CC=2)C2C=CC=CC=2)[P](C2C=CC=CC=2)(C2C=CC=CC=2)C2C=CC=CC=2)(C2C=CC=CC=2)C2C=CC=CC=2)=CC=1.C1C=CC(P(C2C=CC=CC=2)[C-]2C=CC=C2)=CC=1.C1C=CC(P(C2C=CC=CC=2)[C-]2C=CC=C2)=CC=1.Cl[Pd]Cl.[Fe+2]. The product is [CH3:66][O:65][C:64]([NH:63][C@H:58]([C:57]([N:53]1[CH2:54][CH2:55][CH2:56][C@H:52]1[C:50]1[NH:51][C:47]([C:32]2[CH:33]=[C:34]3[CH2:35][O:36][C:23]4[CH:22]=[C:21]5[C:26]([CH:27]=[CH:28][C:18]6[N:17]=[C:16]([C@@H:6]7[CH2:5][C@H:4]([CH2:3][O:2][CH3:1])[CH2:8][N:7]7[C:9]([O:11][C:12]([CH3:13])([CH3:14])[CH3:15])=[O:10])[NH:20][C:19]=65)=[CH:25][C:24]=4[C:29]3=[CH:30][CH:31]=2)=[CH:48][N:49]=1)=[O:68])[C@@H:59]([CH3:60])[O:61][CH3:62])=[O:67]. The yield is 0.630. (2) The yield is 0.490. The reactants are F[C:2]1[CH:3]=[C:4]([C:12]2[C:20]3[CH2:19][CH2:18][CH:17]([NH2:21])[C:16]=3[CH:15]=[N:14][CH:13]=2)[CH:5]=[CH:6][C:7]=1[C:8]([F:11])([F:10])[F:9].FC(F)(F)C1C=CC(C2C3CCC(=O)C=3C=NC=2)=CC=1. The product is [F:11][C:8]([F:9])([F:10])[C:7]1[CH:2]=[CH:3][C:4]([C:12]2[C:20]3[CH2:19][CH2:18][CH:17]([NH2:21])[C:16]=3[CH:15]=[N:14][CH:13]=2)=[CH:5][CH:6]=1. No catalyst specified.